Dataset: Forward reaction prediction with 1.9M reactions from USPTO patents (1976-2016). Task: Predict the product of the given reaction. (1) Given the reactants C([O:8][C:9]1[CH:18]=[C:17]([C:19]([O:21][CH3:22])=[O:20])[CH:16]=[C:15]2[C:10]=1[CH2:11][CH2:12][N:13]([CH2:24][CH:25]([CH3:27])[CH3:26])[C:14]2=[O:23])C1C=CC=CC=1, predict the reaction product. The product is: [OH:8][C:9]1[CH:18]=[C:17]([C:19]([O:21][CH3:22])=[O:20])[CH:16]=[C:15]2[C:10]=1[CH2:11][CH2:12][N:13]([CH2:24][CH:25]([CH3:27])[CH3:26])[C:14]2=[O:23]. (2) Given the reactants [N+:1]([C:4]1[C:5]([CH:10]=[C:11]2[CH2:16][CH2:15][N:14]([C:17]([O:19][C:20]([CH3:23])([CH3:22])[CH3:21])=[O:18])[CH2:13][CH2:12]2)=[N:6][CH:7]=[CH:8][CH:9]=1)([O-])=O, predict the reaction product. The product is: [NH2:1][C:4]1[C:5]([CH2:10][CH:11]2[CH2:12][CH2:13][N:14]([C:17]([O:19][C:20]([CH3:23])([CH3:22])[CH3:21])=[O:18])[CH2:15][CH2:16]2)=[N:6][CH:7]=[CH:8][CH:9]=1. (3) Given the reactants [C:1]([O:5][C:6]([NH:8][C@@H:9]([C:13]([SH:16])([CH3:15])[CH3:14])[C:10]([OH:12])=O)=[O:7])([CH3:4])([CH3:3])[CH3:2].O.[Cl-].COC1N=C(OC)N=C([N+]2(C)CCOCC2)N=1.[F:36][C:37]1[CH:42]=[CH:41][CH:40]=[CH:39][C:38]=1[C@H:43]([N:45]([CH2:58][C:59]1[CH:68]=[CH:67][C:62]([C:63]([O:65][CH3:66])=[O:64])=[CH:61][CH:60]=1)[C:46]([C@@H:48]1[CH2:57][C:56]2[C:51](=[CH:52][CH:53]=[CH:54][CH:55]=2)[CH2:50][NH:49]1)=[O:47])[CH3:44].C(O)(C(F)(F)F)=O.CCN(C(C)C)C(C)C, predict the reaction product. The product is: [C:1]([O:5][C:6]([NH:8][C@@H:9]([C:13]([SH:16])([CH3:15])[CH3:14])[C:10]([N:49]1[C@H:48]([C:46]([N:45]([CH2:58][C:59]2[CH:60]=[CH:61][C:62]([C:63]([O:65][CH3:66])=[O:64])=[CH:67][CH:68]=2)[C@@H:43]([C:38]2[CH:39]=[CH:40][CH:41]=[CH:42][C:37]=2[F:36])[CH3:44])=[O:47])[CH2:57][C:56]2[C:51](=[CH:52][CH:53]=[CH:54][CH:55]=2)[CH2:50]1)=[O:12])=[O:7])([CH3:2])([CH3:3])[CH3:4]. (4) Given the reactants [CH:1]1([Si:6]([CH:9]2[C:17]3[C:12](=[CH:13][CH:14]=[CH:15][CH:16]=3)[CH:11]=[CH:10]2)([CH3:8])[CH3:7])[CH:5]=[CH:4][CH:3]=[CH:2]1.Br[CH2:19][CH2:20][O:21][Si:22]([CH3:25])([CH3:24])[CH3:23].C[Si](C)(C)OCCC1C([Si](C2C=CC=C2)(C)C)C2C(C=1)=CC=CC=2, predict the reaction product. The product is: [CH3:23][Si:22]([CH3:25])([CH3:24])[O:21][CH2:20][CH2:19][C:1]1([Si:6]([CH:9]2[C:17]3[C:12](=[CH:13][CH:14]=[CH:15][CH:16]=3)[CH:11]=[CH:10]2)([CH3:8])[CH3:7])[CH:5]=[CH:4][CH:3]=[CH:2]1.